From a dataset of Catalyst prediction with 721,799 reactions and 888 catalyst types from USPTO. Predict which catalyst facilitates the given reaction. (1) Reactant: [OH:1][CH:2]1[CH2:5][N:4]([C:6]([O:8][C:9]([CH3:12])([CH3:11])[CH3:10])=[O:7])[CH2:3]1.[H-].[Na+].Br[CH2:16][C:17]([O:19][CH3:20])=[O:18]. Product: [CH3:20][O:19][C:17](=[O:18])[CH2:16][O:1][CH:2]1[CH2:3][N:4]([C:6]([O:8][C:9]([CH3:12])([CH3:11])[CH3:10])=[O:7])[CH2:5]1. The catalyst class is: 20. (2) Reactant: C(OC([N:8]1[CH2:13][CH2:12][CH:11]([S:14][C:15]2[C:20]3[C:21]4[CH:35]=[C:34]([C:36]5[CH:37]=[N:38][N:39]([CH3:41])[CH:40]=5)[CH:33]=[N:32][C:22]=4[N:23](COCC[Si](C)(C)C)[C:19]=3[CH:18]=[N:17][C:16]=2[C:42]#[N:43])[CH2:10][CH2:9]1)=O)(C)(C)C.FC(F)(F)C(O)=O. Product: [CH3:41][N:39]1[CH:40]=[C:36]([C:34]2[CH:33]=[N:32][C:22]3[NH:23][C:19]4[CH:18]=[N:17][C:16]([C:42]#[N:43])=[C:15]([S:14][CH:11]5[CH2:12][CH2:13][NH:8][CH2:9][CH2:10]5)[C:20]=4[C:21]=3[CH:35]=2)[CH:37]=[N:38]1. The catalyst class is: 4. (3) The catalyst class is: 8. Reactant: [NH:1]1[CH2:6][CH2:5][O:4][CH2:3][CH2:2]1.C(=O)([O-])[O-].[Na+].[Na+].Cl[C:14]1[N:19]=[C:18]([O:20][C:21]2[CH:48]=[CH:47][CH:46]=[CH:45][C:22]=2[CH2:23][NH:24][C:25]([NH:27][C:28]2[N:32]([C:33]3[CH:38]=[CH:37][CH:36]=[C:35]([O:39][CH3:40])[CH:34]=3)[N:31]=[C:30]([C:41]([CH3:44])([CH3:43])[CH3:42])[CH:29]=2)=[O:26])[CH:17]=[CH:16][N:15]=1. Product: [O:4]1[CH2:5][CH2:6][N:1]([C:14]2[N:19]=[C:18]([O:20][C:21]3[CH:48]=[CH:47][CH:46]=[CH:45][C:22]=3[CH2:23][NH:24][C:25]([NH:27][C:28]3[N:32]([C:33]4[CH:38]=[CH:37][CH:36]=[C:35]([O:39][CH3:40])[CH:34]=4)[N:31]=[C:30]([C:41]([CH3:42])([CH3:43])[CH3:44])[CH:29]=3)=[O:26])[CH:17]=[CH:16][N:15]=2)[CH2:2][CH2:3]1. (4) Reactant: [CH:1]1([CH2:4][NH:5][N:6]2[C:15]3[C:10](=[CH:11][CH:12]=[CH:13][CH:14]=3)[C:9]([OH:16])=[C:8]([C:17]3[NH:22][C:21]4[CH:23]=[CH:24][C:25]([OH:27])=[CH:26][C:20]=4[S:19](=[O:29])(=[O:28])[N:18]=3)[C:7]2=[O:30])[CH2:3][CH2:2]1.C(=O)([O-])[O-].[Cs+].[Cs+].Br[CH2:38][C:39]([NH2:41])=[O:40]. Product: [CH:1]1([CH2:4][NH:5][N:6]2[C:15]3[C:10](=[CH:11][CH:12]=[CH:13][CH:14]=3)[C:9]([OH:16])=[C:8]([C:17]3[NH:22][C:21]4[CH:23]=[CH:24][C:25]([O:27][CH2:38][C:39]([NH2:41])=[O:40])=[CH:26][C:20]=4[S:19](=[O:28])(=[O:29])[N:18]=3)[C:7]2=[O:30])[CH2:2][CH2:3]1. The catalyst class is: 711. (5) Reactant: Cl[C:2]1[N:10]=[C:9]([CH3:11])[N:8]=[C:7]2[C:3]=1[N:4]=[C:5]([C:23]1[CH:28]=[CH:27][CH:26]=[CH:25][C:24]=1[Cl:29])[N:6]2[CH:12]1[CH2:15][N:14]([C:16]([O:18][C:19]([CH3:22])([CH3:21])[CH3:20])=[O:17])[CH2:13]1.[CH2:30]([N:32]1[CH2:37][CH2:36][NH:35][CH2:34][CH2:33]1)[CH3:31].C(N(CC)CC)C. Product: [Cl:29][C:24]1[CH:25]=[CH:26][CH:27]=[CH:28][C:23]=1[C:5]1[N:6]([CH:12]2[CH2:13][N:14]([C:16]([O:18][C:19]([CH3:22])([CH3:21])[CH3:20])=[O:17])[CH2:15]2)[C:7]2[C:3]([N:4]=1)=[C:2]([N:35]1[CH2:36][CH2:37][N:32]([CH2:30][CH3:31])[CH2:33][CH2:34]1)[N:10]=[C:9]([CH3:11])[N:8]=2. The catalyst class is: 8. (6) Reactant: [C:1](=[O:7])([O:3][CH:4]([CH3:6])[CH3:5])[NH2:2].[C:8](Cl)(=[O:12])/[CH:9]=[CH:10]/[CH3:11].CC(C)([O-])C.[Li+].Cl. Product: [C:8]([NH:2][C:1](=[O:7])[O:3][CH:4]([CH3:6])[CH3:5])(=[O:12])/[CH:9]=[CH:10]/[CH3:11]. The catalyst class is: 385. (7) Product: [F:1][C:2]1[CH:3]=[CH:4][C:5]([C@@H:8]([CH:13]2[CH2:18][CH2:17][O:16][CH2:15][CH2:14]2)[CH2:9][C:10]([N:32]2[C@@H:31]([C:25]3[CH:30]=[CH:29][CH:28]=[CH:27][CH:26]=3)[CH2:35][O:34][C:33]2=[O:36])=[O:12])=[CH:6][CH:7]=1. The catalyst class is: 1. Reactant: [F:1][C:2]1[CH:7]=[CH:6][C:5]([C@@H:8]([CH:13]2[CH2:18][CH2:17][O:16][CH2:15][CH2:14]2)[CH2:9][C:10]([OH:12])=O)=[CH:4][CH:3]=1.S(Cl)(Cl)=O.[H-].[Na+].[C:25]1([C@H:31]2[CH2:35][O:34][C:33](=[O:36])[NH:32]2)[CH:30]=[CH:29][CH:28]=[CH:27][CH:26]=1.